This data is from Merck oncology drug combination screen with 23,052 pairs across 39 cell lines. The task is: Regression. Given two drug SMILES strings and cell line genomic features, predict the synergy score measuring deviation from expected non-interaction effect. (1) Drug 1: CS(=O)(=O)CCNCc1ccc(-c2ccc3ncnc(Nc4ccc(OCc5cccc(F)c5)c(Cl)c4)c3c2)o1. Drug 2: Cn1cc(-c2cnn3c(N)c(Br)c(C4CCCNC4)nc23)cn1. Cell line: SKOV3. Synergy scores: synergy=2.82. (2) Synergy scores: synergy=-10.6. Drug 1: Cn1nnc2c(C(N)=O)ncn2c1=O. Cell line: DLD1. Drug 2: NC1CCCCC1N.O=C(O)C(=O)O.[Pt+2].